This data is from Forward reaction prediction with 1.9M reactions from USPTO patents (1976-2016). The task is: Predict the product of the given reaction. (1) Given the reactants [Cl:1][C:2]1[CH:8]=[CH:7][CH:6]=[C:5]([Cl:9])[C:3]=1[NH2:4].CO[C:12]1[CH2:17][CH:16]=[C:15]([CH3:18])[CH2:14][CH:13]=1.II, predict the reaction product. The product is: [Cl:1][C:2]1[CH:8]=[CH:7][CH:6]=[C:5]([Cl:9])[C:3]=1[NH:4][C:12]1[CH:17]=[CH:16][C:15]([CH3:18])=[CH:14][CH:13]=1. (2) Given the reactants [NH2:1][CH:2]([C:4]1[N:9]=[N:8][C:7]([NH:10][C:11]2[CH:16]=[C:15]([O:17][CH3:18])[C:14]([O:19][CH3:20])=[C:13]([O:21][CH3:22])[CH:12]=2)=[N:6][CH:5]=1)[CH3:3].[Br:23][C:24]1[CH:25]=[C:26]([CH:30]=[CH:31][CH:32]=1)[C:27](O)=[O:28].C(N(CC)CC)C, predict the reaction product. The product is: [Br:23][C:24]1[CH:25]=[C:26]([CH:30]=[CH:31][CH:32]=1)[C:27]([NH:1][CH:2]([C:4]1[N:9]=[N:8][C:7]([NH:10][C:11]2[CH:12]=[C:13]([O:21][CH3:22])[C:14]([O:19][CH3:20])=[C:15]([O:17][CH3:18])[CH:16]=2)=[N:6][CH:5]=1)[CH3:3])=[O:28]. (3) The product is: [Br:20][C:16]1[CH:15]=[C:14]2[C:19](=[CH:18][CH:17]=1)[N:11]([CH:4]([CH2:5][CH:6]1[CH2:7][CH2:8][CH2:9][CH2:10]1)[C:3]([OH:23])=[O:2])[C:12](=[O:22])[C:13]2=[O:21]. Given the reactants C[O:2][C:3](=[O:23])[CH:4]([N:11]1[C:19]2[C:14](=[CH:15][C:16]([Br:20])=[CH:17][CH:18]=2)[C:13](=[O:21])[C:12]1=[O:22])[CH2:5][CH:6]1[CH2:10][CH2:9][CH2:8][CH2:7]1.O.[OH-].[Li+], predict the reaction product. (4) Given the reactants N[C:2]1[CH:3]=[C:4]([C:8]2[N:13]=[C:12]([O:14][CH3:15])[N:11]=[C:10]([NH:16][CH2:17][CH2:18][C:19]3[CH:24]=[CH:23][C:22]([O:25][CH3:26])=[CH:21][CH:20]=3)[CH:9]=2)[CH:5]=[CH:6][CH:7]=1.[ClH:27].N([O-])=O.[Na+].[S:32](=[O:34])=[O:33], predict the reaction product. The product is: [CH3:15][O:14][C:12]1[N:13]=[C:8]([C:4]2[CH:3]=[C:2]([S:32]([Cl:27])(=[O:34])=[O:33])[CH:7]=[CH:6][CH:5]=2)[CH:9]=[C:10]([NH:16][CH2:17][CH2:18][C:19]2[CH:24]=[CH:23][C:22]([O:25][CH3:26])=[CH:21][CH:20]=2)[N:11]=1. (5) Given the reactants O.[OH-].[Li+].[C:4]1([C:10]2[N:15]=[CH:14][C:13]([C:16]3([C:19]([O:21]CC)=[O:20])[CH2:18][CH2:17]3)=[CH:12][CH:11]=2)[CH:9]=[CH:8][CH:7]=[CH:6][CH:5]=1, predict the reaction product. The product is: [C:4]1([C:10]2[N:15]=[CH:14][C:13]([C:16]3([C:19]([OH:21])=[O:20])[CH2:18][CH2:17]3)=[CH:12][CH:11]=2)[CH:5]=[CH:6][CH:7]=[CH:8][CH:9]=1. (6) Given the reactants [C:1]([O:5][C:6]([N:8]1[CH2:13][CH:12]2[CH2:14][CH2:15][C:9]1([CH:16]([NH2:23])[C:17]1[CH:22]=[CH:21][CH:20]=[CH:19][CH:18]=1)[CH2:10][CH2:11]2)=[O:7])([CH3:4])([CH3:3])[CH3:2].[Cl:24][C:25]1[C:33]([C:34](F)(F)F)=[CH:32][CH:31]=[CH:30][C:26]=1[C:27](O)=[O:28].C1(N=C=NC2CCCCC2)CCCCC1.OC1C2N=NNC=2C=CC=1, predict the reaction product. The product is: [C:1]([O:5][C:6]([N:8]1[CH2:13][CH:12]2[CH2:14][CH2:15][C:9]1([CH:16]([NH:23][C:27](=[O:28])[C:26]1[CH:30]=[CH:31][CH:32]=[C:33]([CH3:34])[C:25]=1[Cl:24])[C:17]1[CH:18]=[CH:19][CH:20]=[CH:21][CH:22]=1)[CH2:10][CH2:11]2)=[O:7])([CH3:4])([CH3:2])[CH3:3]. (7) Given the reactants [OH:1][C:2]1([CH2:8][C:9]2[N:14]=[CH:13][C:12]([OH:15])=[CH:11][CH:10]=2)[CH2:7][CH2:6][O:5][CH2:4][CH2:3]1.C(N(CC)CC)C.[C:23](O[C:23]([O:25][C:26]([CH3:29])([CH3:28])[CH3:27])=[O:24])([O:25][C:26]([CH3:29])([CH3:28])[CH3:27])=[O:24], predict the reaction product. The product is: [OH:15][CH:12]1[CH2:13][N:14]([C:23]([O:25][C:26]([CH3:29])([CH3:28])[CH3:27])=[O:24])[CH:9]([CH2:8][C:2]2([OH:1])[CH2:3][CH2:4][O:5][CH2:6][CH2:7]2)[CH2:10][CH2:11]1.